The task is: Regression. Given a peptide amino acid sequence and an MHC pseudo amino acid sequence, predict their binding affinity value. This is MHC class I binding data.. This data is from Peptide-MHC class I binding affinity with 185,985 pairs from IEDB/IMGT. (1) The peptide sequence is EVVGSYIRY. The MHC is HLA-A02:19 with pseudo-sequence HLA-A02:19. The binding affinity (normalized) is 0.0847. (2) The peptide sequence is ALWEIQQVV. The MHC is HLA-A02:02 with pseudo-sequence HLA-A02:02. The binding affinity (normalized) is 0.894.